This data is from NCI-60 drug combinations with 297,098 pairs across 59 cell lines. The task is: Regression. Given two drug SMILES strings and cell line genomic features, predict the synergy score measuring deviation from expected non-interaction effect. (1) Drug 1: COC1=CC(=CC(=C1O)OC)C2C3C(COC3=O)C(C4=CC5=C(C=C24)OCO5)OC6C(C(C7C(O6)COC(O7)C8=CC=CS8)O)O. Drug 2: CC=C1C(=O)NC(C(=O)OC2CC(=O)NC(C(=O)NC(CSSCCC=C2)C(=O)N1)C(C)C)C(C)C. Cell line: IGROV1. Synergy scores: CSS=82.4, Synergy_ZIP=10.1, Synergy_Bliss=9.62, Synergy_Loewe=7.61, Synergy_HSA=12.4. (2) Drug 1: CC1C(C(=O)NC(C(=O)N2CCCC2C(=O)N(CC(=O)N(C(C(=O)O1)C(C)C)C)C)C(C)C)NC(=O)C3=C4C(=C(C=C3)C)OC5=C(C(=O)C(=C(C5=N4)C(=O)NC6C(OC(=O)C(N(C(=O)CN(C(=O)C7CCCN7C(=O)C(NC6=O)C(C)C)C)C)C(C)C)C)N)C. Drug 2: C1=NC2=C(N=C(N=C2N1C3C(C(C(O3)CO)O)O)F)N. Cell line: LOX IMVI. Synergy scores: CSS=37.4, Synergy_ZIP=-0.852, Synergy_Bliss=-3.86, Synergy_Loewe=-37.2, Synergy_HSA=-3.87.